The task is: Predict the reaction yield, written as a fraction of the theoretical maximum amount of product (1.0 means a 100% yield; for example, 0.34 means a 34% yield).. This data is from Reaction yield outcomes from USPTO patents with 853,638 reactions. (1) The reactants are [OH-].[Na+].[CH2:3]([O:10][C:11]([N:13]1[CH2:17][C:16](=[CH2:18])[CH2:15][NH:14]1)=[O:12])[C:4]1[CH:9]=[CH:8][CH:7]=[CH:6][CH:5]=1.[F:19][C:20]1[CH:25]=[CH:24][C:23]([CH2:26][C:27](Cl)=[O:28])=[CH:22][CH:21]=1. The catalyst is O.C(Cl)Cl.O. The product is [CH2:3]([O:10][C:11]([N:13]1[CH2:17][C:16](=[CH2:18])[CH2:15][N:14]1[C:27](=[O:28])[CH2:26][C:23]1[CH:24]=[CH:25][C:20]([F:19])=[CH:21][CH:22]=1)=[O:12])[C:4]1[CH:5]=[CH:6][CH:7]=[CH:8][CH:9]=1. The yield is 0.620. (2) The reactants are [Cl:1][C:2]1[CH:15]=[CH:14][C:5]2[S:6][C:7]([S:10](Cl)(=[O:12])=[O:11])=[C:8]([CH3:9])[C:4]=2[CH:3]=1.[NH2:16][C:17]1[CH:25]=[C:24]2[C:20]([CH:21]=[CH:22][N:23]2[CH2:26][CH2:27][N:28]([CH3:30])[CH3:29])=[CH:19][CH:18]=1. The catalyst is CN(C)C=O.C(N(C(C)C)C(C)C)C. The product is [CH3:29][N:28]([CH3:30])[CH2:27][CH2:26][N:23]1[C:24]2[C:20](=[CH:19][CH:18]=[C:17]([NH:16][S:10]([C:7]3[S:6][C:5]4[CH:14]=[CH:15][C:2]([Cl:1])=[CH:3][C:4]=4[C:8]=3[CH3:9])(=[O:12])=[O:11])[CH:25]=2)[CH:21]=[CH:22]1. The yield is 0.670. (3) The reactants are [NH2:1][C:2]1C(O)=NC=[N:6][C:7]=1[NH2:8].[OH-].[Na+].Br[CH:13](Br)[C:14](=O)[C:15]([F:18])([F:17])[F:16]. No catalyst specified. The product is [F:16][C:15]([F:18])([F:17])[C:14]1[N:1]=[CH:2][C:7]([NH2:8])=[N:6][CH:13]=1. The yield is 0.150.